From a dataset of Catalyst prediction with 721,799 reactions and 888 catalyst types from USPTO. Predict which catalyst facilitates the given reaction. Reactant: [Br:1][C:2]1[C:7]([CH3:8])=[CH:6][C:5]([SH:9])=[C:4]([F:10])[CH:3]=1.[H-].[Na+].I[CH3:14].O. Product: [Br:1][C:2]1[C:7]([CH3:8])=[CH:6][C:5]([S:9][CH3:14])=[C:4]([F:10])[CH:3]=1. The catalyst class is: 3.